From a dataset of Reaction yield outcomes from USPTO patents with 853,638 reactions. Predict the reaction yield, written as a fraction of the theoretical maximum amount of product (1.0 means a 100% yield; for example, 0.34 means a 34% yield). (1) The yield is 0.740. The product is [OH:6][C:7]1[CH:21]=[CH:20][C:10]([O:11][C:12]2[CH:19]=[CH:18][C:15]([C:16]#[N:17])=[CH:14][CH:13]=2)=[CH:9][CH:8]=1. The catalyst is ClCCl. The reactants are B(Br)(Br)Br.C[O:6][C:7]1[CH:21]=[CH:20][C:10]([O:11][C:12]2[CH:19]=[CH:18][C:15]([C:16]#[N:17])=[CH:14][CH:13]=2)=[CH:9][CH:8]=1. (2) The reactants are [CH2:1]([O:3][C@@H:4]1[CH2:8][N:7]([CH:9]2[CH2:14][CH2:13][O:12][CH2:11][CH2:10]2)[CH2:6][C@H:5]1[NH2:15])[CH3:2].[F:16][C:17]([F:32])([F:31])[C:18]1[CH:19]=[C:20]([CH:28]=[CH:29][CH:30]=1)[C:21]([NH:23][CH2:24][C:25](O)=[O:26])=[O:22].CN(C(ON1N=NC2C=CC=NC1=2)=[N+](C)C)C.F[P-](F)(F)(F)(F)F.C1C=CC2N(O)N=NC=2C=1.CCN(C(C)C)C(C)C.[NH4+].[OH-]. The catalyst is C(Cl)Cl.CCOC(C)=O.CO. The product is [CH2:1]([O:3][C@@H:4]1[CH2:8][N:7]([CH:9]2[CH2:14][CH2:13][O:12][CH2:11][CH2:10]2)[CH2:6][C@H:5]1[NH:15][C:25](=[O:26])[CH2:24][NH:23][C:21](=[O:22])[C:20]1[CH:28]=[CH:29][CH:30]=[C:18]([C:17]([F:16])([F:32])[F:31])[CH:19]=1)[CH3:2]. The yield is 0.510. (3) The reactants are [F:1][C:2]1[CH:3]=[C:4]([OH:9])[CH:5]=[CH:6][C:7]=1[CH3:8].[N+:10]([O-])([OH:12])=[O:11]. The catalyst is ClCCCl.[Br-].C([N+](CCCC)(CCCC)CCCC)CCC.O. The product is [F:1][C:2]1[C:7]([CH3:8])=[CH:6][C:5]([N+:10]([O-:12])=[O:11])=[C:4]([OH:9])[CH:3]=1. The yield is 0.570. (4) The catalyst is C(OCC)C. The reactants are [Cl:1][C:2]1[CH:3]=[C:4]([C@@:8]2([OH:17])[O:13][CH2:12][C:11]([CH3:15])([CH3:14])[NH:10][C@@H:9]2[CH3:16])[CH:5]=[CH:6][CH:7]=1. The product is [ClH:1].[Cl:1][C:2]1[CH:3]=[C:4]([C@@:8]2([OH:17])[O:13][CH2:12][C:11]([CH3:14])([CH3:15])[NH:10][C@@H:9]2[CH3:16])[CH:5]=[CH:6][CH:7]=1. The yield is 0.900. (5) The reactants are [CH:1]1([CH2:6][CH:7]([N:11]2[C:19]3[C:14](=[CH:15][CH:16]=[C:17]([S:20][CH3:21])[CH:18]=3)[C:13](=O)[C:12]2=[O:23])[C:8]([OH:10])=[O:9])[CH2:5][CH2:4][CH2:3][CH2:2]1.O.NN. The catalyst is C(Cl)Cl. The product is [CH:1]1([CH2:6][CH:7]([N:11]2[C:19]3[C:14](=[CH:15][CH:16]=[C:17]([S:20][CH3:21])[CH:18]=3)[CH2:13][C:12]2=[O:23])[C:8]([OH:10])=[O:9])[CH2:5][CH2:4][CH2:3][CH2:2]1. The yield is 0.680. (6) The reactants are [CH3:1][C:2]1([CH3:43])[N:6]([CH2:7][CH2:8][CH2:9][CH2:10][CH2:11][CH2:12][CH2:13][CH2:14][CH2:15][S:16]([CH2:18][CH2:19][CH2:20][C:21]([F:27])([F:26])[C:22]([F:25])([F:24])[F:23])=[O:17])[C:5](=[O:28])[N:4]([C:29]2[CH:34]=[CH:33][C:32]([N+:35]([O-])=O)=[C:31]([C:38](F)(F)F)[CH:30]=2)[C:3]1=[O:42].NC1C=[CH:49][C:48]([N:51]2C(=O)C(C)(C)N(CCCCCCCCCSCCCC(F)(F)C(F)(F)F)[C:52]2=[O:79])=[CH:47][C:46]=1C. No catalyst specified. The product is [CH3:1][C:2]1([CH3:43])[C:3](=[O:42])[N:4]([C:29]2[CH:34]=[CH:33][C:32]([NH:35][C:52]([NH:51][CH:48]([CH3:49])[CH2:47][CH3:46])=[O:79])=[C:31]([CH3:38])[CH:30]=2)[C:5](=[O:28])[N:6]1[CH2:7][CH2:8][CH2:9][CH2:10][CH2:11][CH2:12][CH2:13][CH2:14][CH2:15][S:16]([CH2:18][CH2:19][CH2:20][C:21]([F:27])([F:26])[C:22]([F:23])([F:25])[F:24])=[O:17]. The yield is 0.630. (7) The reactants are [S:1]1[CH:5]=[CH:4][C:3]([C:6]2[CH:11]=[CH:10][C:9]([CH:12]([CH3:20])[CH2:13][NH:14][S:15]([CH:18]=[CH2:19])(=[O:17])=[O:16])=[CH:8][CH:7]=2)=[CH:2]1. The catalyst is [Pd].C(OCC)(=O)C. The product is [S:1]1[CH:5]=[CH:4][C:3]([C:6]2[CH:7]=[CH:8][C:9]([CH:12]([CH3:20])[CH2:13][NH:14][S:15]([CH2:18][CH3:19])(=[O:17])=[O:16])=[CH:10][CH:11]=2)=[CH:2]1. The yield is 0.990. (8) The reactants are N(OCCC(C)C)=O.[F:9][C:10]1[CH:15]=[CH:14][C:13](N)=[CH:12][C:11]=1[N+:17]([O-:19])=[O:18].[I:20]CI. No catalyst specified. The product is [F:9][C:10]1[CH:15]=[CH:14][C:13]([I:20])=[CH:12][C:11]=1[N+:17]([O-:19])=[O:18]. The yield is 0.140. (9) The reactants are Cl[C:2]1[N:7]2[N:8]=[CH:9][CH:10]=[C:6]2[N:5]=[C:4]([NH:11][C:12](=[O:23])[C:13]2[CH:18]=[CH:17][C:16]([C:19]([OH:22])([CH3:21])[CH3:20])=[CH:15][CH:14]=2)[CH:3]=1.[C:24]([NH:27][C:28]1[CH:29]=[C:30](B(O)O)[CH:31]=[CH:32][CH:33]=1)(=[O:26])[CH3:25]. The catalyst is C1C=CC(P(C2C=CC=CC=2)[C-]2C=CC=C2)=CC=1.C1C=CC(P(C2C=CC=CC=2)[C-]2C=CC=C2)=CC=1.Cl[Pd]Cl.[Fe+2]. The product is [C:24]([NH:27][C:28]1[CH:33]=[C:32]([C:2]2[N:7]3[N:8]=[CH:9][CH:10]=[C:6]3[N:5]=[C:4]([NH:11][C:12](=[O:23])[C:13]3[CH:18]=[CH:17][C:16]([C:19]([OH:22])([CH3:21])[CH3:20])=[CH:15][CH:14]=3)[CH:3]=2)[CH:31]=[CH:30][CH:29]=1)(=[O:26])[CH3:25]. The yield is 0.350.